From a dataset of Reaction yield outcomes from USPTO patents with 853,638 reactions. Predict the reaction yield, written as a fraction of the theoretical maximum amount of product (1.0 means a 100% yield; for example, 0.34 means a 34% yield). (1) The reactants are [CH2:1]([P:3]([CH2:6][CH2:7][CH2:8][OH:9])(=[O:5])[OH:4])[CH3:2].[CH2:10](O)[CH2:11][CH2:12][CH3:13].O. The catalyst is C1(C)C=CC=CC=1. The product is [CH2:1]([P:3]([CH2:6][CH2:7][CH2:8][OH:9])(=[O:4])[O:5][CH2:10][CH2:11][CH2:12][CH3:13])[CH3:2]. The yield is 0.840. (2) The reactants are [CH2:1]([N:3]1[C:7]2=[N:8][C:9]([CH2:32][CH3:33])=[C:10]([CH2:19][NH:20][C:21]([C:23]3[N:28]=[C:27]([C:29](O)=[O:30])[CH:26]=[CH:25][CH:24]=3)=[O:22])[C:11]([NH:12][CH:13]3[CH2:18][CH2:17][O:16][CH2:15][CH2:14]3)=[C:6]2[CH:5]=[N:4]1)[CH3:2].[NH2:34][CH2:35][C:36]1[CH:37]=[CH:38][C:39]([F:63])=[C:40]([C:42]2[CH:47]=[CH:46][CH:45]=[C:44](CN3CCN(C(OC(C)(C)C)=O)[C@@H](C)C3)[CH:43]=2)[CH:41]=1.CN(C(O[N:72]1N=[N:79][C:74]2C=CC=[CH:78][C:73]1=2)=[N+](C)C)C.F[P-](F)(F)(F)(F)F.[CH3:88][CH2:89]N(CC)CC.[CH2:95](Cl)Cl. The catalyst is C(O)(C(F)(F)F)=O. The product is [CH2:1]([N:3]1[C:7]2=[N:8][C:9]([CH2:32][CH3:33])=[C:10]([CH2:19][NH:20][C:21]([C:23]3[CH:24]=[CH:25][CH:26]=[C:27]([C:29]([NH:34][CH2:35][C:36]4[CH:41]=[C:40]([C:42]5[CH:47]=[CH:46][CH:45]=[C:44]([CH2:95][N:79]6[CH2:89][CH2:88][NH:72][C@@H:73]([CH3:78])[CH2:74]6)[CH:43]=5)[C:39]([F:63])=[CH:38][CH:37]=4)=[O:30])[N:28]=3)=[O:22])[C:11]([NH:12][CH:13]3[CH2:14][CH2:15][O:16][CH2:17][CH2:18]3)=[C:6]2[CH:5]=[N:4]1)[CH3:2]. The yield is 0.390. (3) The reactants are [N+:1]([C:4]1[CH:5]=[C:6]2[C:10](=[CH:11][CH:12]=1)[NH:9][CH:8]=[CH:7]2)([O-:3])=[O:2].[H-].[Na+].[C:15]1([S:21](Cl)(=[O:23])=[O:22])[CH:20]=[CH:19][CH:18]=[CH:17][CH:16]=1.O. The catalyst is CN(C)C=O. The product is [C:15]1([S:21]([N:9]2[C:10]3[C:6](=[CH:5][C:4]([N+:1]([O-:3])=[O:2])=[CH:12][CH:11]=3)[CH:7]=[CH:8]2)(=[O:23])=[O:22])[CH:20]=[CH:19][CH:18]=[CH:17][CH:16]=1. The yield is 0.890. (4) The reactants are [CH2:1]([O:3][C:4]1[NH:5][C:6]([C:9]2[C:10]([CH2:34][CH3:35])=[CH:11][C:12]([CH2:32][CH3:33])=[C:13]([CH:31]=2)[C:14]([N:16]2[CH2:21][CH2:20][CH:19]([C:22]3[CH:30]=[CH:29][C:25]([C:26]([NH2:28])=O)=[CH:24][CH:23]=3)[CH2:18][CH2:17]2)=[O:15])=[N:7][N:8]=1)[CH3:2].C(N(CC)CC)C.O(C(C(F)(F)F)=O)C(C(F)(F)F)=O. The catalyst is ClCCl.C(OCC)(=O)C. The product is [CH2:1]([O:3][C:4]1[NH:5][C:6]([C:9]2[C:10]([CH2:34][CH3:35])=[CH:11][C:12]([CH2:32][CH3:33])=[C:13]([CH:31]=2)[C:14]([N:16]2[CH2:21][CH2:20][CH:19]([C:22]3[CH:23]=[CH:24][C:25]([C:26]#[N:28])=[CH:29][CH:30]=3)[CH2:18][CH2:17]2)=[O:15])=[N:7][N:8]=1)[CH3:2]. The yield is 0.500. (5) The reactants are [OH:1][CH:2]1[CH2:20][CH:19]2[N:4]([C:5](=[O:39])[CH:6]([NH:31][C:32]([O:34][C:35]([CH3:38])([CH3:37])[CH3:36])=[O:33])[CH2:7][CH2:8][CH2:9][CH2:10][CH2:11][CH:12]=[CH:13][CH:14]3[C:16]([C:22]([NH:24][S:25]([CH:28]4[CH2:30][CH2:29]4)(=[O:27])=[O:26])=[O:23])([NH:17][C:18]2=[O:21])[CH2:15]3)[CH2:3]1.[N:40]1[CH:45]=[CH:44][CH:43]=[CH:42][C:41]=1[C:46](Cl)=[O:47]. No catalyst specified. The product is [N:40]1[CH:45]=[CH:44][CH:43]=[CH:42][C:41]=1[C:46]([O:1][CH:2]1[CH2:20][CH:19]2[N:4]([C:5](=[O:39])[CH:6]([NH:31][C:32]([O:34][C:35]([CH3:36])([CH3:38])[CH3:37])=[O:33])[CH2:7][CH2:8][CH2:9][CH2:10][CH2:11][CH:12]=[CH:13][CH:14]3[C:16]([C:22]([NH:24][S:25]([CH:28]4[CH2:30][CH2:29]4)(=[O:27])=[O:26])=[O:23])([NH:17][C:18]2=[O:21])[CH2:15]3)[CH2:3]1)=[O:47]. The yield is 0.540. (6) The reactants are [Cl:1][CH2:2]C(CCl)=O.[CH2:7]([O:14][C:15]([NH:17][C@H:18]([C:26]([OH:28])=O)[CH2:19][C:20]1[CH:25]=[CH:24][CH:23]=[CH:22][CH:21]=1)=[O:16])[C:8]1[CH:13]=[CH:12][CH:11]=[CH:10][CH:9]=1.[BH4-].[Na+]. The catalyst is CO.O1CCCC1. The product is [CH2:7]([O:14][C:15]([NH:17][C@@H:18]([CH2:19][C:20]1[CH:21]=[CH:22][CH:23]=[CH:24][CH:25]=1)[C@H:26]([OH:28])[CH2:2][Cl:1])=[O:16])[C:8]1[CH:9]=[CH:10][CH:11]=[CH:12][CH:13]=1. The yield is 0.430. (7) The reactants are C(NC(C)C)(C)C.O1CCCC1.C([Li])CCC.[Br:18][C:19]1[S:20][CH:21]=[C:22]([Br:24])[N:23]=1.Cl[C:26]([O:28][CH2:29][CH3:30])=[O:27]. No catalyst specified. The product is [Br:18][C:19]1[S:20][C:21]([C:26]([O:28][CH2:29][CH3:30])=[O:27])=[C:22]([Br:24])[N:23]=1. The yield is 0.460. (8) The reactants are [N+:1]([C:4]1[C:13]2[C:8](=[CH:9][CH:10]=[CH:11][CH:12]=2)[N+:7]([O-])=[CH:6][CH:5]=1)([O-:3])=[O:2].P(Br)(Br)([Br:17])=O.[OH-].[Na+]. The catalyst is C(Cl)(Cl)Cl.C(Cl)Cl. The product is [Br:17][C:6]1[CH:5]=[C:4]([N+:1]([O-:3])=[O:2])[C:13]2[C:8](=[CH:9][CH:10]=[CH:11][CH:12]=2)[N:7]=1. The yield is 0.500.